Task: Predict the reactants needed to synthesize the given product.. Dataset: Retrosynthesis with 50K atom-mapped reactions and 10 reaction types from USPTO (1) Given the product C=CCn1cc(C)c2c3ccccc3nc(O[C@H]3CN[C@H](C(=O)OC)C3)c21, predict the reactants needed to synthesize it. The reactants are: C=CCn1cc(C)c2c3ccccc3nc(O[C@@H]3C[C@@H](C(=O)OC)N(C(=O)OC(C)(C)C)C3)c21. (2) Given the product O=C(C=C1CCC2(CC1)OCCO2)OCc1ccccc1, predict the reactants needed to synthesize it. The reactants are: O=C(C=P(c1ccccc1)(c1ccccc1)c1ccccc1)OCc1ccccc1.O=C1CCC2(CC1)OCCO2. (3) Given the product O=C1CCCN1S(=O)(=O)c1ccccc1C1CCCCC1, predict the reactants needed to synthesize it. The reactants are: O=C1CCCN1.O=S(=O)(Cl)c1ccccc1C1CCCCC1. (4) Given the product C=CCC(=O)N1[C@H](C=C)CCC[C@@H]1c1ccccc1F, predict the reactants needed to synthesize it. The reactants are: C=CCC(=O)O.C=C[C@@H]1CCC[C@H](c2ccccc2F)N1. (5) Given the product N[C@@H](CC(=O)N1Cc2ccccc2-n2nnc(-c3ccc(F)cc3)c2C1)Cc1cc(F)c(F)cc1F, predict the reactants needed to synthesize it. The reactants are: CC(C)(C)OC(=O)NC(CC(=O)N1Cc2ccccc2-n2nnc(-c3ccc(F)cc3)c2C1)Cc1cc(F)c(F)cc1F. (6) Given the product COc1ccc2nccc(-c3ccc(CCNCc4cc5c(cn4)OCCO5)nc3)c2n1, predict the reactants needed to synthesize it. The reactants are: COc1ccc2nccc(-c3ccc(CCN)nc3)c2n1.O=Cc1cc2c(cn1)OCCO2. (7) Given the product CCCC(=O)/C=C/c1cn(-c2ccccc2)nc1OCc1ccc(OCc2nc(-c3ccco3)oc2C)c(OC)c1, predict the reactants needed to synthesize it. The reactants are: CCC[Mg+].COc1cc(COc2nn(-c3ccccc3)cc2/C=C/C(=O)N(C)OC)ccc1OCc1nc(-c2ccco2)oc1C. (8) Given the product CN(C(=O)C(C)(C)c1cc(C(F)(F)F)cc(C(F)(F)F)c1)c1cnc(N[C@@H]2CCC[C@H]2O)cc1-c1ccccc1Cl, predict the reactants needed to synthesize it. The reactants are: CN(C(=O)C(C)(C)c1cc(C(F)(F)F)cc(C(F)(F)F)c1)c1cnc(N[C@@H]2CCC[C@H]2OCc2ccccc2)cc1-c1ccccc1Cl.